This data is from Forward reaction prediction with 1.9M reactions from USPTO patents (1976-2016). The task is: Predict the product of the given reaction. Given the reactants [Cl:1][C:2]1[CH:31]=[CH:30][C:5]2[N:6](S(=O)(=O)N(C)C)[C:7]([C:9]3([C:22]#[N:23])[CH2:14][CH2:13][N:12](C(OC(C)(C)C)=O)[CH2:11][CH2:10]3)=[N:8][C:4]=2[CH:3]=1.Cl.CC(O)C, predict the reaction product. The product is: [Cl:1][C:2]1[CH:31]=[CH:30][C:5]2[NH:6][C:7]([C:9]3([C:22]#[N:23])[CH2:14][CH2:13][NH:12][CH2:11][CH2:10]3)=[N:8][C:4]=2[CH:3]=1.